This data is from Catalyst prediction with 721,799 reactions and 888 catalyst types from USPTO. The task is: Predict which catalyst facilitates the given reaction. (1) Reactant: [ClH:1].O1CCOCC1.[N:8]1[CH:13]=[CH:12][CH:11]=[C:10]([O:14][CH2:15][CH:16]2[CH2:21][N:20](C(OC(C)(C)C)=O)[CH2:19][CH2:18][N:17]2[C:29]([O:31][CH:32]2[CH2:37][CH2:36][N:35]([C:38](=[O:40])[CH3:39])[CH2:34][CH2:33]2)=[O:30])[CH:9]=1. Product: [ClH:1].[ClH:1].[N:8]1[CH:13]=[CH:12][CH:11]=[C:10]([O:14][CH2:15][CH:16]2[CH2:21][NH:20][CH2:19][CH2:18][N:17]2[C:29]([O:31][CH:32]2[CH2:37][CH2:36][N:35]([C:38](=[O:40])[CH3:39])[CH2:34][CH2:33]2)=[O:30])[CH:9]=1. The catalyst class is: 5. (2) Reactant: [CH3:1][O:2][C:3]1[CH:11]=[C:10]([O:12][CH3:13])[CH:9]=[C:8]2[C:4]=1[C:5](=[O:14])[CH2:6][NH:7]2.[C:15]([O-])([O-])=[O:16].[K+].[K+]. Product: [CH3:1][O:2][C:3]1[C:11]([O:16][CH3:15])=[C:10]([O:12][CH3:13])[CH:9]=[C:8]2[C:4]=1[C:5](=[O:14])[CH2:6][NH:7]2. The catalyst class is: 21. (3) The catalyst class is: 5. Reactant: [F:1][C:2]1[CH:40]=[CH:39][C:5]([CH2:6][N:7]2[C:11]3[CH:12]=[N:13][C:14]4[C:15](=[O:29])[N:16]([O:20]COCC[Si](C)(C)C)[CH2:17][CH2:18][C:19]=4[C:10]=3[C:9]([CH2:30][N:31]3[CH2:36][CH2:35][CH:34]([O:37][CH3:38])[CH2:33][CH2:32]3)=[CH:8]2)=[CH:4][CH:3]=1.Cl. Product: [F:1][C:2]1[CH:3]=[CH:4][C:5]([CH2:6][N:7]2[C:11]3[CH:12]=[N:13][C:14]4[C:15](=[O:29])[N:16]([OH:20])[CH2:17][CH2:18][C:19]=4[C:10]=3[C:9]([CH2:30][N:31]3[CH2:32][CH2:33][CH:34]([O:37][CH3:38])[CH2:35][CH2:36]3)=[CH:8]2)=[CH:39][CH:40]=1. (4) Product: [CH3:27][O:26][C:24](=[O:25])[C:23]1[CH:28]=[CH:29][C:20]([N:16]2[CH:17]=[C:13]([C:12]3[N:11]([CH3:18])[N:10]=[N:9][C:8]=3[C:5]3[CH:6]=[CH:7][C:2]([F:1])=[CH:3][CH:4]=3)[N:14]=[CH:15]2)=[N:21][CH:22]=1. The catalyst class is: 3. Reactant: [F:1][C:2]1[CH:7]=[CH:6][C:5]([C:8]2[N:9]=[N:10][N:11]([CH3:18])[C:12]=2[C:13]2[N:14]=[CH:15][NH:16][CH:17]=2)=[CH:4][CH:3]=1.Cl[C:20]1[CH:29]=[CH:28][C:23]([C:24]([O:26][CH3:27])=[O:25])=[CH:22][N:21]=1.C(=O)([O-])[O-].[K+].[K+].Cl.